The task is: Predict the product of the given reaction.. This data is from Forward reaction prediction with 1.9M reactions from USPTO patents (1976-2016). (1) Given the reactants [O:1]([C:8]1[CH:9]=[CH:10][C:11]([CH:14]2[O:18][C:17](=[O:19])[NH:16][CH:15]2[CH2:20][C:21]2[CH:26]=[CH:25][CH:24]=[C:23]([O:27][C:28]([F:33])([F:32])[CH:29]([F:31])[F:30])[CH:22]=2)=[N:12][CH:13]=1)[C:2]1[CH:7]=[CH:6][CH:5]=[CH:4][CH:3]=1.[C:34](O[C:34]([O:36][C:37]([CH3:40])([CH3:39])[CH3:38])=[O:35])([O:36][C:37]([CH3:40])([CH3:39])[CH3:38])=[O:35].O, predict the reaction product. The product is: [O:19]=[C:17]1[N:16]([C:34]([O:36][C:37]([CH3:40])([CH3:39])[CH3:38])=[O:35])[CH:15]([CH2:20][C:21]2[CH:26]=[CH:25][CH:24]=[C:23]([O:27][C:28]([F:32])([F:33])[CH:29]([F:30])[F:31])[CH:22]=2)[CH:14]([C:11]2[CH:10]=[CH:9][C:8]([O:1][C:2]3[CH:7]=[CH:6][CH:5]=[CH:4][CH:3]=3)=[CH:13][N:12]=2)[O:18]1. (2) Given the reactants [CH3:1][O:2][C:3](=[O:33])/[C:4](/[NH:22]C(OCC1C=CC=CC=1)=O)=[CH:5]/[C:6]1[CH:11]=[C:10]([O:12][CH2:13][C:14]2[CH:19]=[CH:18][CH:17]=[CH:16][CH:15]=2)[C:9]([CH3:20])=[CH:8][C:7]=1Br.C([O-])(=O)C.[Cs+].N, predict the reaction product. The product is: [CH3:1][O:2][C:3]([C:4]1[NH:22][C:7]2[C:6]([CH:5]=1)=[CH:11][C:10]([O:12][CH2:13][C:14]1[CH:19]=[CH:18][CH:17]=[CH:16][CH:15]=1)=[C:9]([CH3:20])[CH:8]=2)=[O:33].